Task: Predict the product of the given reaction.. Dataset: Forward reaction prediction with 1.9M reactions from USPTO patents (1976-2016) The product is: [CH3:1][C:2]1[CH:7]=[C:6]([CH3:8])[NH:5][C:4](=[O:9])[C:3]=1[CH2:10][NH:11][C:12]([C:14]1[C:15]2[CH:36]=[N:35][N:34]([CH:37]([CH3:39])[CH3:38])[C:16]=2[N:17]=[C:18]([CH:20]2[CH2:25][CH2:24][N:23]([C:26](=[O:33])[CH2:27][CH2:28][CH2:29][N:30]([CH3:31])[CH3:32])[CH2:22][CH2:21]2)[CH:19]=1)=[O:13]. Given the reactants [CH3:1][C:2]1[CH:7]=[C:6]([CH3:8])[NH:5][C:4](=[O:9])[C:3]=1[CH2:10][NH:11][C:12]([C:14]1[C:15]2[CH:36]=[N:35][N:34]([CH:37]([CH3:39])[CH3:38])[C:16]=2[N:17]=[C:18]([C:20]2[CH2:21][CH2:22][N:23]([C:26](=[O:33])[CH2:27][CH2:28][CH2:29][N:30]([CH3:32])[CH3:31])[CH2:24][CH:25]=2)[CH:19]=1)=[O:13], predict the reaction product.